Predict the reaction yield, written as a fraction of the theoretical maximum amount of product (1.0 means a 100% yield; for example, 0.34 means a 34% yield). From a dataset of Reaction yield outcomes from USPTO patents with 853,638 reactions. (1) The reactants are [C:1](O[BH-](OC(=O)C)OC(=O)C)(=O)C.[Na+].[NH:15]1[CH2:20][CH2:19][CH:18]([C:21]2[N:22]=[CH:23][C:24]([C:27]([O:29][CH3:30])=[O:28])=[N:25][CH:26]=2)[CH2:17][CH2:16]1.C=O.C(O)(=O)C. The catalyst is CO. The product is [CH3:1][N:15]1[CH2:20][CH2:19][CH:18]([C:21]2[N:22]=[CH:23][C:24]([C:27]([O:29][CH3:30])=[O:28])=[N:25][CH:26]=2)[CH2:17][CH2:16]1. The yield is 1.00. (2) The reactants are [C:1]([NH:5][C:6]1[CH:11]=[CH:10][C:9]([N+:12]([O-:14])=[O:13])=[CH:8][C:7]=1[C:15]#[C:16][Si](C)(C)C)([CH3:4])([CH3:3])[CH3:2].CCOC(C)=O. The catalyst is CN(C=O)C.[Cu]I. The product is [C:1]([N:5]1[C:6]2[C:7](=[CH:8][C:9]([N+:12]([O-:14])=[O:13])=[CH:10][CH:11]=2)[CH:15]=[CH:16]1)([CH3:4])([CH3:3])[CH3:2]. The yield is 0.930. (3) The reactants are Br[C:2]1[C:13]2[CH2:12][CH2:11][CH2:10][C:9]=2[CH:8]=[C:7]2[C:3]=1[CH2:4][CH:5]([CH3:15])[C:6]2=[O:14].[CH3:16][C:17]1[CH:22]=[CH:21][C:20]([CH3:23])=[CH:19][C:18]=1B(O)O.[OH-].[K+].C1(P(C2C=CC=CC=2)C2C=CC=CC=2)C=CC=CC=1. The catalyst is ClCCl.C([O-])(=O)C.[Pd+2].C([O-])(=O)C.O.C(COC)OC. The product is [CH3:15][CH:5]1[CH2:4][C:3]2[C:7](=[CH:8][C:9]3[CH2:10][CH2:11][CH2:12][C:13]=3[C:2]=2[C:18]2[CH:19]=[C:20]([CH3:23])[CH:21]=[CH:22][C:17]=2[CH3:16])[C:6]1=[O:14]. The yield is 0.770. (4) The reactants are [Cl:1][C:2]1[N:7]=[C:6](Cl)[CH:5]=[C:4]([CH3:9])[N:3]=1.C(=O)([O-])[O-].[Na+].[Na+].[F:16][C:17]([F:28])([F:27])[C:18]1[CH:23]=[CH:22][C:21](B(O)O)=[CH:20][CH:19]=1. The catalyst is COCCOC.O.C1(C=CC=CC=1)[P](C1C=CC=CC=1)(C1C=CC=CC=1)[Pd][P](C1C=CC=CC=1)(C1C=CC=CC=1)C1C=CC=CC=1. The product is [Cl:1][C:2]1[N:3]=[C:4]([CH3:9])[CH:5]=[C:6]([C:21]2[CH:22]=[CH:23][C:18]([C:17]([F:28])([F:27])[F:16])=[CH:19][CH:20]=2)[N:7]=1. The yield is 0.556. (5) The reactants are [CH2:1]([O:8][C:9]1[C:17](OC2CCCCC2)=[CH:16][C:12]([C:13]([OH:15])=O)=[CH:11][C:10]=1[Cl:25])[C:2]1C=CC=CC=1.C(Cl)(=O)C([Cl:29])=O.CN(C=O)C.[NH2:37][C:38]1[CH:50]=[CH:49][C:41]([C:42]([O:44][C:45]([CH3:48])([CH3:47])[CH3:46])=[O:43])=[C:40]([O:51][CH3:52])[CH:39]=1. The catalyst is C(Cl)Cl. The product is [Cl:29][C:17]1[CH:16]=[C:12]([CH:11]=[C:10]([Cl:25])[C:9]=1[O:8][CH2:1][CH3:2])[C:13]([NH:37][C:38]1[CH:50]=[CH:49][C:41]([C:42]([O:44][C:45]([CH3:47])([CH3:48])[CH3:46])=[O:43])=[C:40]([O:51][CH3:52])[CH:39]=1)=[O:15]. The yield is 0.420.